This data is from Catalyst prediction with 721,799 reactions and 888 catalyst types from USPTO. The task is: Predict which catalyst facilitates the given reaction. Reactant: [F:1][C:2]1[CH:7]=[CH:6][C:5]([CH2:8][CH2:9][CH2:10][C:11]([OH:13])=O)=[CH:4][CH:3]=1.C[N:15](C=O)C.C(Cl)(=O)C(Cl)=O. Product: [F:1][C:2]1[CH:7]=[CH:6][C:5]([CH2:8][CH2:9][CH2:10][C:11]([NH2:15])=[O:13])=[CH:4][CH:3]=1. The catalyst class is: 22.